Dataset: NCI-60 drug combinations with 297,098 pairs across 59 cell lines. Task: Regression. Given two drug SMILES strings and cell line genomic features, predict the synergy score measuring deviation from expected non-interaction effect. (1) Drug 1: COC1=C2C(=CC3=C1OC=C3)C=CC(=O)O2. Drug 2: CCC1(C2=C(COC1=O)C(=O)N3CC4=CC5=C(C=CC(=C5CN(C)C)O)N=C4C3=C2)O.Cl. Cell line: SW-620. Synergy scores: CSS=0.568, Synergy_ZIP=-11.2, Synergy_Bliss=-24.0, Synergy_Loewe=-42.9, Synergy_HSA=-23.2. (2) Drug 1: C1=C(C(=O)NC(=O)N1)N(CCCl)CCCl. Drug 2: COCCOC1=C(C=C2C(=C1)C(=NC=N2)NC3=CC=CC(=C3)C#C)OCCOC.Cl. Cell line: PC-3. Synergy scores: CSS=20.0, Synergy_ZIP=2.06, Synergy_Bliss=3.56, Synergy_Loewe=2.94, Synergy_HSA=4.24. (3) Drug 1: C1=CC(=C2C(=C1NCCNCCO)C(=O)C3=C(C=CC(=C3C2=O)O)O)NCCNCCO. Drug 2: C1C(C(OC1N2C=NC3=C(N=C(N=C32)Cl)N)CO)O. Cell line: OVCAR-8. Synergy scores: CSS=50.8, Synergy_ZIP=-2.58, Synergy_Bliss=-2.85, Synergy_Loewe=1.70, Synergy_HSA=3.87. (4) Drug 1: CCCS(=O)(=O)NC1=C(C(=C(C=C1)F)C(=O)C2=CNC3=C2C=C(C=N3)C4=CC=C(C=C4)Cl)F. Drug 2: CN(C)N=NC1=C(NC=N1)C(=O)N. Cell line: U251. Synergy scores: CSS=9.20, Synergy_ZIP=-1.36, Synergy_Bliss=1.73, Synergy_Loewe=0.624, Synergy_HSA=2.14.